This data is from Catalyst prediction with 721,799 reactions and 888 catalyst types from USPTO. The task is: Predict which catalyst facilitates the given reaction. Reactant: [CH:1]1([C:4]#[C:5][C:6]#[C:7][Si:8]([CH3:11])([CH3:10])[CH3:9])[CH2:3][CH2:2]1.[Li][CH2:13]CCC.S(OC)(OC)(=O)=O. Product: [CH3:10][Si:8]([CH3:11])([CH3:9])[C:7]#[C:6][C:5]#[C:4][C:1]1([CH3:13])[CH2:2][CH2:3]1. The catalyst class is: 28.